From a dataset of Reaction yield outcomes from USPTO patents with 853,638 reactions. Predict the reaction yield, written as a fraction of the theoretical maximum amount of product (1.0 means a 100% yield; for example, 0.34 means a 34% yield). (1) The reactants are [Br:1][C:2]1[C:3]([F:20])=[C:4]([F:19])[C:5]([NH:11][C:12]2[CH:17]=[CH:16][CH:15]=[CH:14][C:13]=2[Cl:18])=[C:6]([CH:10]=1)[C:7]([OH:9])=[O:8].[Si](C=[N+]=[N-])(C)(C)[CH3:22]. The catalyst is C1COCC1.CO. The product is [CH3:22][O:8][C:7](=[O:9])[C:6]1[CH:10]=[C:2]([Br:1])[C:3]([F:20])=[C:4]([F:19])[C:5]=1[NH:11][C:12]1[CH:17]=[CH:16][CH:15]=[CH:14][C:13]=1[Cl:18]. The yield is 0.990. (2) The reactants are [F:1][C:2]1[CH:7]=[CH:6][CH:5]=[C:4]([F:8])[C:3]=1[C:9]1[N:14]=[C:13]([C:15]([NH:17][C:18]2[CH:19]=[N:20][CH:21]=[CH:22][C:23]=2[C@H:24]2[CH2:29][C@@H:28]([NH:30]C(=O)OC(C)(C)C)[C@@H:27]([S:38]([CH3:41])(=[O:40])=[O:39])[C@@H:26]([CH3:42])[CH2:25]2)=[O:16])[CH:12]=[CH:11][C:10]=1[F:43].C(O)(C(F)(F)F)=O. The catalyst is C(Cl)Cl. The product is [NH2:30][C@H:28]1[C@@H:27]([S:38]([CH3:41])(=[O:40])=[O:39])[C@@H:26]([CH3:42])[CH2:25][C@@H:24]([C:23]2[CH:22]=[CH:21][N:20]=[CH:19][C:18]=2[NH:17][C:15](=[O:16])[C:13]2[CH:12]=[CH:11][C:10]([F:43])=[C:9]([C:3]3[C:2]([F:1])=[CH:7][CH:6]=[CH:5][C:4]=3[F:8])[N:14]=2)[CH2:29]1. The yield is 0.730. (3) The reactants are [NH2:1][CH2:2][CH2:3][NH:4][C:5]([O:7][C:8]([CH3:11])([CH3:10])[CH3:9])=[O:6].C(N(CC)CC)C.[CH3:19][S:20](Cl)(=[O:22])=[O:21].O. The catalyst is ClCCl. The product is [CH3:19][S:20]([NH:1][CH2:2][CH2:3][NH:4][C:5](=[O:6])[O:7][C:8]([CH3:11])([CH3:10])[CH3:9])(=[O:22])=[O:21]. The yield is 0.810. (4) The reactants are [CH2:1]([O:8][C:9]([C:11]1[C:19]2[C:14](=[CH:15][CH:16]=[C:17]([CH2:20][CH2:21]OS(C)(=O)=O)[CH:18]=2)[NH:13][C:12]=1[CH3:27])=[O:10])[C:2]1[CH:7]=[CH:6][CH:5]=[CH:4][CH:3]=1.[CH2:28]([NH:32][CH2:33][CH:34]([CH3:36])[CH3:35])[CH:29]([CH3:31])[CH3:30]. The catalyst is O1CCOCC1. The product is [CH2:1]([O:8][C:9]([C:11]1[C:19]2[C:14](=[CH:15][CH:16]=[C:17]([CH2:20][CH2:21][N:32]([CH2:33][CH:34]([CH3:36])[CH3:35])[CH2:28][CH:29]([CH3:31])[CH3:30])[CH:18]=2)[NH:13][C:12]=1[CH3:27])=[O:10])[C:2]1[CH:7]=[CH:6][CH:5]=[CH:4][CH:3]=1. The yield is 0.770. (5) The reactants are [O:1]1[CH2:16][CH:2]1[CH2:3][O:4][C:5]1[CH:10]=[CH:9][C:8]([CH2:11][C:12]([O:14][CH3:15])=[O:13])=[CH:7][CH:6]=1.[CH:17]([NH2:20])([CH3:19])[CH3:18].O. The product is [OH:1][CH:2]([CH2:16][NH:20][CH:17]([CH3:19])[CH3:18])[CH2:3][O:4][C:5]1[CH:10]=[CH:9][C:8]([CH2:11][C:12]([O:14][CH3:15])=[O:13])=[CH:7][CH:6]=1. No catalyst specified. The yield is 1.00. (6) The reactants are [CH3:1][N:2]1[C:6]2[N:7]=[C:8]([C:17]3[CH:23]=[CH:22][C:20]([NH2:21])=[CH:19][CH:18]=3)[N:9]=[C:10]([N:11]3[CH2:16][CH2:15][O:14][CH2:13][CH2:12]3)[C:5]=2[CH:4]=[CH:3]1.ClC(Cl)(O[C:28](=[O:34])OC(Cl)(Cl)Cl)Cl.[NH2:36][C:37]1[CH:38]=[N:39][CH:40]=[CH:41][CH:42]=1. No catalyst specified. The product is [CH3:1][N:2]1[C:6]2[N:7]=[C:8]([C:17]3[CH:23]=[CH:22][C:20]([NH:21][C:28]([NH:36][C:37]4[CH:38]=[N:39][CH:40]=[CH:41][CH:42]=4)=[O:34])=[CH:19][CH:18]=3)[N:9]=[C:10]([N:11]3[CH2:12][CH2:13][O:14][CH2:15][CH2:16]3)[C:5]=2[CH:4]=[CH:3]1. The yield is 0.260. (7) The reactants are [CH2:1]([O:8][C@@H:9]1[C@@H:21]([O:22][CH2:23][C:24]2[CH:29]=[CH:28][C:27]([O:30][CH3:31])=[CH:26][CH:25]=2)[C@@H:20]([OH:32])[C@@H:19]([CH2:33][OH:34])[O:18][C@H:10]1[O:11][CH2:12][CH2:13][Si:14]([CH3:17])([CH3:16])[CH3:15])[C:2]1[CH:7]=[CH:6][CH:5]=[CH:4][CH:3]=1.[Si:35](Cl)([C:38]([CH3:41])([CH3:40])[CH3:39])([CH3:37])[CH3:36].N1C=CN=C1. The catalyst is CN(C=O)C. The product is [CH2:1]([O:8][C@@H:9]1[C@@H:21]([O:22][CH2:23][C:24]2[CH:25]=[CH:26][C:27]([O:30][CH3:31])=[CH:28][CH:29]=2)[C@@H:20]([OH:32])[C@@H:19]([CH2:33][O:34][Si:35]([C:38]([CH3:41])([CH3:40])[CH3:39])([CH3:37])[CH3:36])[O:18][C@H:10]1[O:11][CH2:12][CH2:13][Si:14]([CH3:16])([CH3:15])[CH3:17])[C:2]1[CH:7]=[CH:6][CH:5]=[CH:4][CH:3]=1. The yield is 0.960.